Predict which catalyst facilitates the given reaction. From a dataset of Catalyst prediction with 721,799 reactions and 888 catalyst types from USPTO. The catalyst class is: 1. Product: [Cl:1][C:2]1[C:3]2[CH:10]=[CH:9][N:8]([C@@H:16]3[CH2:17][CH2:12][CH2:13][N:14]([C:18]([O:20][C:21]([CH3:24])([CH3:23])[CH3:22])=[O:19])[CH2:15]3)[C:4]=2[N:5]=[CH:6][N:7]=1. Reactant: [Cl:1][C:2]1[C:3]2[CH:10]=[CH:9][NH:8][C:4]=2[N:5]=[CH:6][N:7]=1.O[C@H:12]1[CH2:17][CH2:16][CH2:15][N:14]([C:18]([O:20][C:21]([CH3:24])([CH3:23])[CH3:22])=[O:19])[CH2:13]1.C1C=CC(P(C2C=CC=CC=2)C2C=CC=CC=2)=CC=1.CCOC(/N=N/C(OCC)=O)=O.